From a dataset of Reaction yield outcomes from USPTO patents with 853,638 reactions. Predict the reaction yield, written as a fraction of the theoretical maximum amount of product (1.0 means a 100% yield; for example, 0.34 means a 34% yield). (1) The reactants are [CH:1]([C:4]1[CH:5]=[N:6][N:7]2[C:12]([N:13]([CH3:20])C3C=CC=CC=3)=[N:11][C:10]([S:21][CH3:22])=[N:9][C:8]=12)([CH3:3])[CH3:2].[N:23]1[CH:28]=[CH:27][CH:26]=[CH:25][C:24]=1[C:29]1[CH:36]=[CH:35][C:32](CN)=[CH:31][CH:30]=1. The catalyst is CCO. The product is [CH:1]([C:4]1[CH:5]=[N:6][N:7]2[C:12]([NH:13][CH2:20][C:32]3[CH:31]=[CH:30][C:29]([C:24]4[CH:25]=[CH:26][CH:27]=[CH:28][N:23]=4)=[CH:36][CH:35]=3)=[N:11][C:10]([S:21][CH3:22])=[N:9][C:8]=12)([CH3:2])[CH3:3]. The yield is 0.600. (2) The reactants are [Mg].[CH3:2][C:3]1[S:7][CH:6]=[C:5](/[CH:8]=[C:9](/[C@H:11]2[O:29][C:27](=[O:28])[CH2:26][C@H:25]([OH:30])[C:24]([CH3:32])([CH3:31])[C:22](=[O:23])[C@H:21]([CH3:33])[C@@H:20]([OH:34])[C@@H:19]([CH3:35])[CH2:18][CH2:17][CH2:16][C@H:14]3O[C@H:13]3[CH2:12]2)\[CH3:10])[N:4]=1. The catalyst is [Cl-].[Cl-].C1([Ti+2]C2C=CC=C2)C=CC=C1.C1COCC1. The product is [CH3:2][C:3]1[S:7][CH:6]=[C:5](/[CH:8]=[C:9](/[C@H:11]2[O:29][C:27](=[O:28])[CH2:26][C@H:25]([OH:30])[C:24]([CH3:32])([CH3:31])[C:22](=[O:23])[C@H:21]([CH3:33])[C@@H:20]([OH:34])[C@@H:19]([CH3:35])[CH2:18][CH2:17][CH2:16][CH:14]=[CH:13][CH2:12]2)\[CH3:10])[N:4]=1. The yield is 0.800. (3) The reactants are C1([NH:7][C:8]([C:10]2[C:11](=[O:29])[N:12]([CH2:21][C:22]3[CH:27]=[CH:26][C:25]([F:28])=[CH:24][CH:23]=3)[C:13]3[C:18]([C:19]=2O)=[CH:17][CH:16]=[CH:15][CH:14]=3)=O)CCCCC1.P(Cl)(Cl)([Cl:32])=O. No catalyst specified. The product is [Cl:32][C:19]1[C:18]2[C:13](=[CH:14][CH:15]=[CH:16][CH:17]=2)[N:12]([CH2:21][C:22]2[CH:27]=[CH:26][C:25]([F:28])=[CH:24][CH:23]=2)[C:11](=[O:29])[C:10]=1[C:8]#[N:7]. The yield is 0.760. (4) The reactants are C([O:3][CH:4](OCC)[C:5]1[CH:6]=[C:7]([CH:11]2[NH:23][C:21]3[C:22]4[C:13](=[N:14][NH:15][C:16](=[O:24])[C:17]=4[CH:18]=[CH:19][CH:20]=3)[CH:12]2[C:25]2[CH:30]=[CH:29][CH:28]=[C:27]([CH:31](OCC)[O:32]CC)[CH:26]=2)[CH:8]=[CH:9][CH:10]=1)C.C(=O)([O-])[O-].[K+].[K+]. The catalyst is Cl. The product is [O:24]=[C:16]1[C:17]2[CH:18]=[CH:19][CH:20]=[C:21]3[NH:23][CH:11]([C:7]4[CH:6]=[C:5]([CH:10]=[CH:9][CH:8]=4)[CH:4]=[O:3])[CH:12]([C:25]4[CH:26]=[C:27]([CH:28]=[CH:29][CH:30]=4)[CH:31]=[O:32])[C:13]([C:22]=23)=[N:14][NH:15]1. The yield is 0.880. (5) The reactants are [CH3:1][C:2]([CH3:20])([CH2:12][O:13][CH:14]1[CH2:19][CH2:18][CH2:17][CH2:16][O:15]1)[C:3](=[O:11])[CH2:4][C:5](=[O:10])[C:6]([O:8]C)=O.[S:21]1[CH:25]=[CH:24][C:23]([C:26]2[CH:32]=[CH:31][C:29]([NH2:30])=[CH:28][CH:27]=2)=[CH:22]1.[CH3:33][O:34][C:35]1[N:42]=[CH:41][CH:40]=[CH:39][C:36]=1[CH:37]=O.C(O)(=O)C. The catalyst is O1CCOCC1. The product is [CH3:20][C:2]([CH3:1])([CH2:12][O:13][CH:14]1[CH2:19][CH2:18][CH2:17][CH2:16][O:15]1)[C:3]([C:4]1[CH:37]([C:36]2[C:35]([O:34][CH3:33])=[N:42][CH:41]=[CH:40][CH:39]=2)[N:30]([C:29]2[CH:31]=[CH:32][C:26]([C:23]3[CH:24]=[CH:25][S:21][CH:22]=3)=[CH:27][CH:28]=2)[C:6](=[O:8])[C:5]=1[OH:10])=[O:11]. The yield is 0.550.